Task: Regression. Given a peptide amino acid sequence and an MHC pseudo amino acid sequence, predict their binding affinity value. This is MHC class II binding data.. Dataset: Peptide-MHC class II binding affinity with 134,281 pairs from IEDB (1) The peptide sequence is SELPDFLAKKGGEAM. The MHC is DRB1_0701 with pseudo-sequence DRB1_0701. The binding affinity (normalized) is 0.423. (2) The peptide sequence is AKYPNSSDLDRLTQS. The MHC is DRB1_0101 with pseudo-sequence DRB1_0101. The binding affinity (normalized) is 0.108. (3) The MHC is DRB1_1101 with pseudo-sequence DRB1_1101. The binding affinity (normalized) is 0.106. The peptide sequence is SDRGWGNGCGLFGKG. (4) The peptide sequence is SMTSGRLSGVESLNV. The MHC is DRB1_0101 with pseudo-sequence DRB1_0101. The binding affinity (normalized) is 0.824. (5) The binding affinity (normalized) is 0.179. The peptide sequence is DEKGFKNGSRHSHGM. The MHC is DRB1_0101 with pseudo-sequence DRB1_0101. (6) The MHC is HLA-DQA10104-DQB10503 with pseudo-sequence HLA-DQA10104-DQB10503. The binding affinity (normalized) is 0.363. The peptide sequence is SQDLELSWNLNGLQAY.